This data is from Forward reaction prediction with 1.9M reactions from USPTO patents (1976-2016). The task is: Predict the product of the given reaction. (1) Given the reactants [Cl:1][C:2]1[CH:31]=[CH:30][CH:29]=[C:28]([Cl:32])[C:3]=1[C:4]([NH:6][C:7]1[C:8]([C:12]2[NH:16][C:15]3[CH:17]=[CH:18][C:19]([CH2:21][N:22]4[CH2:27][CH2:26][O:25][CH2:24][CH2:23]4)=[CH:20][C:14]=3[N:13]=2)=[N:9][NH:10][CH:11]=1)=[O:5].NC1C=C(C(N2CCOCC2)=[O:42])C=CC=1N, predict the reaction product. The product is: [Cl:32][C:28]1[CH:29]=[CH:30][CH:31]=[C:2]([Cl:1])[C:3]=1[C:4]([NH:6][C:7]1[C:8]([C:12]2[NH:16][C:15]3[CH:17]=[CH:18][C:19]([C:21]([N:22]4[CH2:23][CH2:24][O:25][CH2:26][CH2:27]4)=[O:42])=[CH:20][C:14]=3[N:13]=2)=[N:9][NH:10][CH:11]=1)=[O:5]. (2) The product is: [CH2:44]([O:46][C:10]1[CH:5]=[C:6]([C:15]2[NH:28][C:18]3=[N:19][CH:20]=[C:21]([C:23]([OH:25])=[O:24])[CH:22]=[C:17]3[N:16]=2)[CH:7]=[C:8]([O:11][CH:12]([CH3:14])[CH3:13])[CH:9]=1)[C:45]1[CH:39]=[CH:38][CH:33]=[CH:32][CH:31]=1. Given the reactants C(O[C:5]1[CH:10]=[CH:9][C:8]([O:11][CH:12]([CH3:14])[CH3:13])=[CH:7][C:6]=1[C:15]1[NH:28][C:18]2=[N:19][CH:20]=[C:21]([C:23]([O:25]CC)=[O:24])[CH:22]=[C:17]2[N:16]=1)(C)C.[OH-].[Na+].[C:31](O)(=O)[CH2:32][C:33]([CH2:38][C:39](O)=O)(C(O)=O)O.[CH2:44]([OH:46])[CH3:45], predict the reaction product. (3) Given the reactants COC[O:4][C:5]1[C:6]([C:15](=[O:17])[CH3:16])=[CH:7][C:8]([C:11]([F:14])([F:13])[F:12])=[N:9][CH:10]=1.Cl, predict the reaction product. The product is: [OH:4][C:5]1[C:6]([C:15](=[O:17])[CH3:16])=[CH:7][C:8]([C:11]([F:14])([F:12])[F:13])=[N:9][CH:10]=1. (4) Given the reactants [C:1]([O:5][C:6]([NH:8][CH2:9][CH2:10][CH2:11][CH2:12][CH2:13][C:14]([OH:16])=O)=[O:7])([CH3:4])([CH3:3])[CH3:2].C(N(CC)CC)C.[B-](F)(F)(F)F.CN(C(ON1C(=O)CCC1=O)=[N+](C)C)C.[Cl-].[NH3+:45][C:46]([CH3:65])([CH3:64])[CH2:47][O:48][C:49]1[CH:58]=[CH:57][CH:56]=[C:55]2[C:50]=1[C:51]([NH3+:63])=[C:52]([C:60]([OH:62])=[O:61])[C:53]([CH3:59])=[N:54]2.[Cl-], predict the reaction product. The product is: [NH2:63][C:51]1[C:50]2[C:55](=[CH:56][CH:57]=[CH:58][C:49]=2[O:48][CH2:47][C:46]([NH:45][C:14](=[O:16])[CH2:13][CH2:12][CH2:11][CH2:10][CH2:9][NH:8][C:6]([O:5][C:1]([CH3:2])([CH3:3])[CH3:4])=[O:7])([CH3:65])[CH3:64])[N:54]=[C:53]([CH3:59])[C:52]=1[C:60]([OH:62])=[O:61].